From a dataset of NCI-60 drug combinations with 297,098 pairs across 59 cell lines. Regression. Given two drug SMILES strings and cell line genomic features, predict the synergy score measuring deviation from expected non-interaction effect. (1) Drug 1: C1CCN(CC1)CCOC2=CC=C(C=C2)C(=O)C3=C(SC4=C3C=CC(=C4)O)C5=CC=C(C=C5)O. Drug 2: CCC(=C(C1=CC=CC=C1)C2=CC=C(C=C2)OCCN(C)C)C3=CC=CC=C3.C(C(=O)O)C(CC(=O)O)(C(=O)O)O. Cell line: OVCAR-4. Synergy scores: CSS=-3.22, Synergy_ZIP=-0.434, Synergy_Bliss=-3.87, Synergy_Loewe=-4.52, Synergy_HSA=-4.69. (2) Drug 2: CS(=O)(=O)OCCCCOS(=O)(=O)C. Drug 1: C1=CN(C(=O)N=C1N)C2C(C(C(O2)CO)O)O.Cl. Synergy scores: CSS=43.9, Synergy_ZIP=-2.46, Synergy_Bliss=-4.23, Synergy_Loewe=-15.0, Synergy_HSA=-2.43. Cell line: COLO 205. (3) Drug 1: CC(CN1CC(=O)NC(=O)C1)N2CC(=O)NC(=O)C2. Drug 2: C1=NC2=C(N=C(N=C2N1C3C(C(C(O3)CO)O)F)Cl)N. Cell line: HL-60(TB). Synergy scores: CSS=95.6, Synergy_ZIP=4.91, Synergy_Bliss=5.32, Synergy_Loewe=3.56, Synergy_HSA=6.61. (4) Drug 1: CC1C(C(=O)NC(C(=O)N2CCCC2C(=O)N(CC(=O)N(C(C(=O)O1)C(C)C)C)C)C(C)C)NC(=O)C3=C4C(=C(C=C3)C)OC5=C(C(=O)C(=C(C5=N4)C(=O)NC6C(OC(=O)C(N(C(=O)CN(C(=O)C7CCCN7C(=O)C(NC6=O)C(C)C)C)C)C(C)C)C)N)C. Drug 2: C1C(C(OC1N2C=NC3=C2NC=NCC3O)CO)O. Cell line: NCIH23. Synergy scores: CSS=16.5, Synergy_ZIP=-1.86, Synergy_Bliss=0.137, Synergy_Loewe=-19.1, Synergy_HSA=-2.16. (5) Drug 1: CS(=O)(=O)C1=CC(=C(C=C1)C(=O)NC2=CC(=C(C=C2)Cl)C3=CC=CC=N3)Cl. Synergy scores: CSS=4.65, Synergy_ZIP=-0.886, Synergy_Bliss=2.23, Synergy_Loewe=-0.644, Synergy_HSA=1.41. Drug 2: CC(CN1CC(=O)NC(=O)C1)N2CC(=O)NC(=O)C2. Cell line: HOP-62.